This data is from Catalyst prediction with 721,799 reactions and 888 catalyst types from USPTO. The task is: Predict which catalyst facilitates the given reaction. (1) Reactant: C([O:5][C:6](=[O:34])[CH2:7][C:8]1[CH:13]=[CH:12][C:11]([N:14]2[C:18]3[N:19]=[C:20]([C:25]4[CH:30]=[CH:29][C:28]([O:31][CH3:32])=[C:27]([F:33])[CH:26]=4)[N:21]=[C:22]([CH2:23][CH3:24])[C:17]=3[CH2:16][CH2:15]2)=[CH:10][CH:9]=1)(C)(C)C.[F:35][C:36]([F:41])([F:40])[C:37]([OH:39])=[O:38]. Product: [CH2:23]([C:22]1[C:17]2[CH:16]=[CH:15][N:14]([C:11]3[CH:12]=[CH:13][C:8]([CH2:7][C:6]([OH:34])=[O:5])=[CH:9][CH:10]=3)[C:18]=2[N:19]=[C:20]([C:25]2[CH:30]=[CH:29][C:28]([O:31][CH3:32])=[C:27]([F:33])[CH:26]=2)[N:21]=1)[CH3:24].[F:35][C:36]([F:41])([F:40])[C:37]([OH:39])=[O:38]. The catalyst class is: 4. (2) Reactant: [CH2:1]([O:3][C:4](=[O:17])[CH2:5][CH2:6][CH2:7][CH2:8][C:9]1[CH:14]=[CH:13][N:12]=[C:11](SC)[N:10]=1)[CH3:2].O[O:19][S:20]([O-:22])=O.[K+].[CH3:24]O. Product: [CH2:1]([O:3][C:4](=[O:17])[CH2:5][CH2:6][CH2:7][CH2:8][C:9]1[CH:14]=[CH:13][N:12]=[C:11]([S:20]([CH3:24])(=[O:22])=[O:19])[N:10]=1)[CH3:2]. The catalyst class is: 6.